This data is from Catalyst prediction with 721,799 reactions and 888 catalyst types from USPTO. The task is: Predict which catalyst facilitates the given reaction. (1) Reactant: [OH:1][C:2]1[CH:9]=[CH:8][C:7]([N+:10]([O-:12])=[O:11])=[CH:6][C:3]=1[CH:4]=O.[N+:13]([C:16]1[CH:21]=[CH:20][C:19]([CH2:22][C:23](O)=[O:24])=[CH:18][CH:17]=1)([O-:15])=[O:14].C(OC(=O)C)(=O)C.[H-].[Na+]. Product: [N+:10]([C:7]1[CH:6]=[C:3]2[C:2](=[CH:9][CH:8]=1)[O:1][C:23](=[O:24])[C:22]([C:19]1[CH:18]=[CH:17][C:16]([N+:13]([O-:15])=[O:14])=[CH:21][CH:20]=1)=[CH:4]2)([O-:12])=[O:11]. The catalyst class is: 86. (2) Reactant: [Si]([O:8][CH2:9][CH2:10][C@H:11]1[CH2:22][CH2:21][C:20]2[S:19][C:18]3[N:17]=[CH:16][N:15]=[C:14]([O:23][CH:24]4[CH2:29][CH2:28][C:27]([NH:32]C(=O)OC(C)(C)C)([CH2:30][CH3:31])[CH2:26][CH2:25]4)[C:13]=3[C:12]1=2)(C(C)(C)C)(C)C.Cl. Product: [NH2:32][C:27]1([CH2:30][CH3:31])[CH2:28][CH2:29][CH:24]([O:23][C:14]2[C:13]3[C:12]4[C@@H:11]([CH2:10][CH2:9][OH:8])[CH2:22][CH2:21][C:20]=4[S:19][C:18]=3[N:17]=[CH:16][N:15]=2)[CH2:25][CH2:26]1. The catalyst class is: 4. (3) Reactant: [O:1]1[CH:5]=[CH:4][C:3]([C:6]2O[C:8]([C:11]3[CH:16]=[CH:15][CH:14]=[C:13]([O:17][CH3:18])[CH:12]=3)=[N:9][N:10]=2)=[CH:2]1.[NH2:19]C(N)=S.C(=O)([O-])O.[Na+]. Product: [O:1]1[CH:5]=[CH:4][C:3]([C:6]2[N:19]=[C:8]([C:11]3[CH:16]=[CH:15][CH:14]=[C:13]([O:17][CH3:18])[CH:12]=3)[NH:9][N:10]=2)=[CH:2]1. The catalyst class is: 7. (4) Reactant: [F:1][C:2]1[CH:3]=[C:4]([CH:12]=[CH:13][C:14]=1[F:15])[C:5]([NH:7][CH2:8][C:9]([OH:11])=[O:10])=O.CN1CCOCC1.ClC(OC)=O.ClC([O-])=O. Product: [F:1][C:2]1[CH:3]=[C:4]([C:5]2[O:10][C:9](=[O:11])[CH2:8][N:7]=2)[CH:12]=[CH:13][C:14]=1[F:15]. The catalyst class is: 1. (5) Reactant: [CH2:1]([O:3][C:4](=[O:21])/[CH:5]=[CH:6]/[C:7]1[C:8]([NH:15][CH:16]2[CH2:20][CH2:19][CH2:18][CH2:17]2)=[N:9][C:10]([S:13][CH3:14])=[N:11][CH:12]=1)[CH3:2].C1C=C(Cl)C=C(C(OO)=[O:30])C=1. Product: [CH2:1]([O:3][C:4](=[O:21])/[CH:5]=[CH:6]/[C:7]1[C:8]([NH:15][CH:16]2[CH2:20][CH2:19][CH2:18][CH2:17]2)=[N:9][C:10]([S:13]([CH3:14])=[O:30])=[N:11][CH:12]=1)[CH3:2]. The catalyst class is: 2.